This data is from Catalyst prediction with 721,799 reactions and 888 catalyst types from USPTO. The task is: Predict which catalyst facilitates the given reaction. (1) Reactant: [F:1][C@H:2]1[C@@H:7]([OH:8])[CH2:6][CH2:5][N:4]([C:9]([O:11][C:12]([CH3:15])([CH3:14])[CH3:13])=[O:10])[CH2:3]1.CC(C)([O-])C.[K+].F[C:23]1[CH:30]=[CH:29][C:28]([C:31]2[N:36]=[C:35]([NH:37][C:38]3[CH:43]=[CH:42][C:41]([N:44]4[CH2:49][CH2:48][N:47]([CH:50]5[CH2:53][O:52][CH2:51]5)[CH2:46][CH2:45]4)=[CH:40][CH:39]=3)[N:34]=[CH:33][N:32]=2)=[CH:27][C:24]=1[C:25]#[N:26].O. Product: [C:25]([C:24]1[CH:27]=[C:28]([C:31]2[N:36]=[C:35]([NH:37][C:38]3[CH:39]=[CH:40][C:41]([N:44]4[CH2:49][CH2:48][N:47]([CH:50]5[CH2:51][O:52][CH2:53]5)[CH2:46][CH2:45]4)=[CH:42][CH:43]=3)[N:34]=[CH:33][N:32]=2)[CH:29]=[CH:30][C:23]=1[O:8][C@H:7]1[CH2:6][CH2:5][N:4]([C:9]([O:11][C:12]([CH3:15])([CH3:14])[CH3:13])=[O:10])[CH2:3][C@H:2]1[F:1])#[N:26]. The catalyst class is: 504. (2) Reactant: [C:1](#[N:8])[C:2]1[CH:7]=[CH:6][CH:5]=[N:4][CH:3]=1.C([O-])([O-])=O.[K+].[K+].Cl.[NH2:16][OH:17]. Product: [OH:17]/[N:16]=[C:1](\[NH2:8])/[C:2]1[CH:7]=[CH:6][CH:5]=[N:4][CH:3]=1. The catalyst class is: 5. (3) Reactant: Br[C:2]1[CH:3]=[C:4]([CH:17]=[CH:18][CH:19]=1)[C:5]([N:7]([C:9]1[CH:14]=[CH:13][CH:12]=[C:11]([O:15][CH3:16])[CH:10]=1)[CH3:8])=[O:6].[CH3:20][O:21][C:22]1[CH:27]=[CH:26][C:25](B(O)O)=[CH:24][CH:23]=1. Product: [CH3:20][O:21][C:22]1[CH:27]=[CH:26][C:25]([C:2]2[CH:19]=[CH:18][CH:17]=[C:4]([C:5]([N:7]([C:9]3[CH:14]=[CH:13][CH:12]=[C:11]([O:15][CH3:16])[CH:10]=3)[CH3:8])=[O:6])[CH:3]=2)=[CH:24][CH:23]=1. The catalyst class is: 492. (4) Reactant: [H-].[Na+].[Br:3][C:4]1[CH:5]=[C:6]([SH:10])[CH:7]=[CH:8][CH:9]=1.Br[CH2:12][CH2:13][O:14][CH3:15]. Product: [Br:3][C:4]1[CH:5]=[C:6]([S:10][CH2:12][CH2:13][O:14][CH3:15])[CH:7]=[CH:8][CH:9]=1. The catalyst class is: 3. (5) Reactant: [Cl:1][C:2]1[CH:3]=[C:4]([CH:10]=[CH:11][C:12]=1[Cl:13])[CH:5]([OH:9])[C:6]([OH:8])=O.[NH2:14][C@@H:15]1[CH2:20][CH2:19][CH2:18][CH2:17][C@H:16]1[C:21]1[CH:26]=[CH:25][C:24]([OH:27])=[C:23]([O:28][CH3:29])[CH:22]=1.C(N(CC)C(C)C)(C)C.F[P-](F)(F)(F)(F)F.N1(O[P+](N(C)C)(N(C)C)N(C)C)C2C=CC=CC=2N=N1.[Cl-].[Na+]. The catalyst class is: 3. Product: [Cl:1][C:2]1[CH:3]=[C:4]([CH:5]([OH:9])[C:6]([NH:14][C@@H:15]2[CH2:20][CH2:19][CH2:18][CH2:17][C@H:16]2[C:21]2[CH:26]=[CH:25][C:24]([OH:27])=[C:23]([O:28][CH3:29])[CH:22]=2)=[O:8])[CH:10]=[CH:11][C:12]=1[Cl:13].